Dataset: Forward reaction prediction with 1.9M reactions from USPTO patents (1976-2016). Task: Predict the product of the given reaction. (1) The product is: [OH:5][CH2:6][CH2:7][CH2:8][CH2:9][N:10]1[C:15](=[O:16])[CH:14]=[C:13]([NH:17][C:18]2[CH:23]=[CH:22][C:21]([CH3:24])=[C:20]([CH2:25][CH3:26])[CH:19]=2)[NH:12][C:11]1=[O:27]. Given the reactants N.C([O:5][CH2:6][CH2:7][CH2:8][CH2:9][N:10]1[C:15](=[O:16])[CH:14]=[C:13]([NH:17][C:18]2[CH:23]=[CH:22][C:21]([CH3:24])=[C:20]([CH2:25][CH3:26])[CH:19]=2)[NH:12][C:11]1=[O:27])(=O)C, predict the reaction product. (2) Given the reactants [CH2:1]([O:3][CH2:4][CH2:5][N:6]1[C:14]2[C:13]([NH:15][C:16]3[CH:21]=[CH:20][CH:19]=[C:18]([CH2:22][CH3:23])[N:17]=3)=[N:12][C:11]([N:24]([CH2:26][CH3:27])[CH3:25])=[N:10][C:9]=2[C:8]([C:28]([O:30]C)=[O:29])=[N:7]1)[CH3:2].[OH-].[Na+].C(O)(=O)CC(CC(O)=O)(C(O)=O)O, predict the reaction product. The product is: [CH2:1]([O:3][CH2:4][CH2:5][N:6]1[C:14]2[C:13]([NH:15][C:16]3[CH:21]=[CH:20][CH:19]=[C:18]([CH2:22][CH3:23])[N:17]=3)=[N:12][C:11]([N:24]([CH2:26][CH3:27])[CH3:25])=[N:10][C:9]=2[C:8]([C:28]([OH:30])=[O:29])=[N:7]1)[CH3:2]. (3) Given the reactants C(C1C=CC=CC=1)(=O)C.[C:10]([NH2:18])(=[O:17])[C:11]1[CH:16]=[CH:15][CH:14]=[CH:13][CH:12]=1.[CH:19]1[C:32]2[C:31]3[C:26](=[CH:27][CH:28]=[CH:29][CH:30]=3)[C:25](=[O:33])[NH:24][C:23]=2[CH:22]=[CH:21][CH:20]=1.C(O)C(N)(CO)CO.[Mg+2].[Cl-].[Cl-].[OH-].[K+], predict the reaction product. The product is: [CH:19]1[C:32]2[C:31]3[C:26](=[CH:27][CH:28]=[CH:29][CH:30]=3)[C:25](=[O:33])[NH:24][C:23]=2[CH:22]=[CH:21][CH:20]=1.[CH:15]1[CH:16]=[C:11]2[C:10]([NH:18][C:25](=[O:33])[C:26]3=[C:12]2[C:13](=[C:23]([NH2:24])[CH:32]=[CH:31]3)[CH:14]=1)=[O:17].[C:10]([NH2:18])(=[O:17])[C:11]1[CH:16]=[CH:15][CH:14]=[CH:13][CH:12]=1. (4) Given the reactants [Cl:1][C:2]1[CH:3]=[C:4]([CH:6]=[CH:7][C:8]=1[O:9][CH2:10][C:11]1[CH:16]=[CH:15][CH:14]=[C:13]([F:17])[CH:12]=1)[NH2:5].Cl[C:19]1[C:24]([C:25]#[N:26])=[CH:23][N:22]=[C:21]2[S:27][C:28]3[CH2:29][N:30]([C:34]([O:36][C:37]([CH3:40])([CH3:39])[CH3:38])=[O:35])[CH2:31][CH2:32][C:33]=3[C:20]=12, predict the reaction product. The product is: [Cl:1][C:2]1[CH:3]=[C:4]([NH:5][C:19]2[C:24]([C:25]#[N:26])=[CH:23][N:22]=[C:21]3[S:27][C:28]4[CH2:29][N:30]([C:34]([O:36][C:37]([CH3:40])([CH3:39])[CH3:38])=[O:35])[CH2:31][CH2:32][C:33]=4[C:20]=23)[CH:6]=[CH:7][C:8]=1[O:9][CH2:10][C:11]1[CH:16]=[CH:15][CH:14]=[C:13]([F:17])[CH:12]=1. (5) Given the reactants [CH2:1]([O:3][C:4]([C:6]1[O:7][C:8]([CH2:11]Cl)=[CH:9][CH:10]=1)=[O:5])[CH3:2].[I-].[K+].[CH:15]([OH:17])=[O:16], predict the reaction product. The product is: [CH2:1]([O:3][C:4]([C:6]1[O:7][C:8]([CH2:11][C:15]([OH:17])=[O:16])=[CH:9][CH:10]=1)=[O:5])[CH3:2]. (6) The product is: [CH3:13][O:12][C:9]1[CH:10]=[C:11]2[C:6](=[CH:7][C:8]=1[O:14][CH2:15][CH2:16][CH2:17][N:18]([CH3:23])[S:19]([CH3:22])(=[O:21])=[O:20])[N:5]=[CH:4][N:3]=[C:2]2[O:30][C:31]1[CH:40]=[C:39]2[C:34]([CH:35]=[CH:36][CH:37]=[N:38]2)=[CH:33][CH:32]=1. Given the reactants Cl[C:2]1[C:11]2[C:6](=[CH:7][C:8]([O:14][CH2:15][CH2:16][CH2:17][N:18]([CH3:23])[S:19]([CH3:22])(=[O:21])=[O:20])=[C:9]([O:12][CH3:13])[CH:10]=2)[N:5]=[CH:4][N:3]=1.C(=O)([O-])[O-].[K+].[K+].[OH:30][C:31]1[CH:40]=[C:39]2[C:34]([CH:35]=[CH:36][CH:37]=[N:38]2)=[CH:33][CH:32]=1, predict the reaction product. (7) Given the reactants [Cl:1][C:2]1[N:7]=[C:6]([CH2:8][OH:9])[CH:5]=[C:4](I)[C:3]=1[O:11][CH2:12][C:13]([F:16])([F:15])[F:14].[Cl:17][C:18]1[CH:19]=[C:20](B(O)O)[CH:21]=[CH:22][C:23]=1[CH3:24], predict the reaction product. The product is: [Cl:1][C:2]1[N:7]=[C:6]([CH2:8][OH:9])[CH:5]=[C:4]([C:20]2[CH:21]=[CH:22][C:23]([CH3:24])=[C:18]([Cl:17])[CH:19]=2)[C:3]=1[O:11][CH2:12][C:13]([F:16])([F:15])[F:14].